This data is from Full USPTO retrosynthesis dataset with 1.9M reactions from patents (1976-2016). The task is: Predict the reactants needed to synthesize the given product. (1) Given the product [C:1]([O:5][C:6]([N:8]1[CH2:13][CH2:12][CH:11]([C:14]#[C:15][C:21]2[CH:22]=[C:17]([Br:16])[CH:18]=[CH:19][C:20]=2[OH:23])[CH2:10][CH2:9]1)=[O:7])([CH3:4])([CH3:3])[CH3:2], predict the reactants needed to synthesize it. The reactants are: [C:1]([O:5][C:6]([N:8]1[CH2:13][CH2:12][CH:11]([C:14]#[CH:15])[CH2:10][CH2:9]1)=[O:7])([CH3:4])([CH3:3])[CH3:2].[Br:16][C:17]1[CH:22]=[CH:21][C:20]([OH:23])=[C:19](I)[CH:18]=1.C(N(CC)CC)C. (2) Given the product [CH:14]1([C:12]([C:6]2[CH:7]=[N:8][C:9]3[C:4]([C:5]=2[NH:17][C@@H:18]2[CH2:23][CH2:22][C@H:21]([NH:24][C:25](=[O:31])[O:26][C:27]([CH3:29])([CH3:30])[CH3:28])[CH2:20][CH2:19]2)=[CH:3][C:2]([C:38]2[CH:37]=[CH:36][C:35]([OH:49])=[C:34]([O:33][CH3:32])[CH:39]=2)=[CH:11][CH:10]=3)=[O:13])[CH2:16][CH2:15]1, predict the reactants needed to synthesize it. The reactants are: Br[C:2]1[CH:3]=[C:4]2[C:9](=[CH:10][CH:11]=1)[N:8]=[CH:7][C:6]([C:12]([CH:14]1[CH2:16][CH2:15]1)=[O:13])=[C:5]2[NH:17][C@@H:18]1[CH2:23][CH2:22][C@H:21]([NH:24][C:25](=[O:31])[O:26][C:27]([CH3:30])([CH3:29])[CH3:28])[CH2:20][CH2:19]1.[CH3:32][O:33][C:34]1[CH:39]=[C:38](B2OC(C)(C)C(C)(C)O2)[CH:37]=[CH:36][C:35]=1[OH:49]. (3) Given the product [F:69][C:66]1[CH:65]=[CH:64][C:63]([C:61]2[O:62][C:57]3[C:58](=[N:59][C:54]([C:44]4[CH:45]=[C:46]([CH:50]=[CH:51][CH:52]=4)[C:47]([OH:49])=[O:48])=[CH:55][CH:56]=3)[C:60]=2[C:70](=[O:71])[NH:72][CH3:73])=[CH:68][CH:67]=1, predict the reactants needed to synthesize it. The reactants are: C1(P(C2CCCCC2)C2C=CC=CC=2C2C(OC)=CC=C(S([O-])(=O)=O)C=2OC)CCCCC1.[Na+].C([O-])([O-])=O.[Cs+].[Cs+].B([C:44]1[CH:45]=[C:46]([CH:50]=[CH:51][CH:52]=1)[C:47]([OH:49])=[O:48])(O)O.Br[C:54]1[N:59]=[C:58]2[C:60]([C:70]([NH:72][CH3:73])=[O:71])=[C:61]([C:63]3[CH:68]=[CH:67][C:66]([F:69])=[CH:65][CH:64]=3)[O:62][C:57]2=[CH:56][CH:55]=1. (4) Given the product [CH3:13][C:1]1[CH:6]=[C:5]([CH3:7])[CH:4]=[C:3]([CH3:8])[C:2]=1[S:9]([N:14]1[CH2:19][CH2:18][CH:17]([CH2:20][CH2:21][O:22][S:9]([C:2]2[C:3]([CH3:8])=[CH:4][C:5]([CH3:7])=[CH:6][C:1]=2[CH3:13])(=[O:11])=[O:10])[CH2:16][CH2:15]1)(=[O:11])=[O:10], predict the reactants needed to synthesize it. The reactants are: [C:1]1([CH3:13])[CH:6]=[C:5]([CH3:7])[CH:4]=[C:3]([CH3:8])[C:2]=1[S:9](Cl)(=[O:11])=[O:10].[NH:14]1[CH2:19][CH2:18][CH:17]([CH2:20][CH2:21][OH:22])[CH2:16][CH2:15]1. (5) The reactants are: [Cl:1][C:2]1[CH:7]=[CH:6][C:5]([CH:8]2[CH:12]([C:13]3[CH:18]=[CH:17][C:16]([Cl:19])=[CH:15][CH:14]=3)[N:11]([C:20](Cl)=[O:21])[C:10]([C:23]3[C:24]([O:30][CH2:31][CH3:32])=[N:25][C:26]([CH3:29])=[N:27][CH:28]=3)=[N:9]2)=[CH:4][CH:3]=1.Cl.Cl.[CH3:35][S:36]([CH2:39][CH2:40][N:41]1[CH2:46][CH2:45][NH:44][CH2:43][CH2:42]1)(=[O:38])=[O:37]. Given the product [Cl:1][C:2]1[CH:7]=[CH:6][C:5]([C@H:8]2[C@@H:12]([C:13]3[CH:18]=[CH:17][C:16]([Cl:19])=[CH:15][CH:14]=3)[N:11]([C:20]([N:44]3[CH2:43][CH2:42][N:41]([CH2:40][CH2:39][S:36]([CH3:35])(=[O:37])=[O:38])[CH2:46][CH2:45]3)=[O:21])[C:10]([C:23]3[C:24]([O:30][CH2:31][CH3:32])=[N:25][C:26]([CH3:29])=[N:27][CH:28]=3)=[N:9]2)=[CH:4][CH:3]=1, predict the reactants needed to synthesize it.